The task is: Predict the product of the given reaction.. This data is from Forward reaction prediction with 1.9M reactions from USPTO patents (1976-2016). (1) Given the reactants [Cl:1][C:2]1[CH:7]=[C:6]([C:8]2[N:9]=[C:10](O)[C:11]3[C:17]([O:18][CH3:19])=[CH:16][N:15]=[CH:14][C:12]=3[N:13]=2)[CH:5]=[CH:4][N:3]=1.[F:21][CH:22]1[CH2:27][CH2:26][NH:25][CH2:24][CH2:23]1.Cl.C(OC(N1CCN(C2C3C(C4CC4)=CN=CC=3N=C(C3C=CN=C(Cl)C=3)N=2)CC1)=O)(C)(C)C, predict the reaction product. The product is: [Cl:1][C:2]1[CH:7]=[C:6]([C:8]2[N:9]=[C:10]([N:25]3[CH2:26][CH2:27][CH:22]([F:21])[CH2:23][CH2:24]3)[C:11]3[C:17]([O:18][CH3:19])=[CH:16][N:15]=[CH:14][C:12]=3[N:13]=2)[CH:5]=[CH:4][N:3]=1. (2) Given the reactants [CH3:1][O:2][C:3]1[CH:8]=[C:7]([O:9][CH3:10])[CH:6]=[CH:5][C:4]=1[C:11](=[O:20])[CH2:12][CH2:13][CH:14]1[CH2:19][CH2:18][CH2:17][CH2:16][CH2:15]1.[Br:21]Br.O, predict the reaction product. The product is: [Br:21][CH:12]([CH2:13][CH:14]1[CH2:19][CH2:18][CH2:17][CH2:16][CH2:15]1)[C:11]([C:4]1[CH:5]=[CH:6][C:7]([O:9][CH3:10])=[CH:8][C:3]=1[O:2][CH3:1])=[O:20]. (3) The product is: [F:1][C:2]([F:10])([F:9])[C:3]1[N:4]=[C:5]([NH:8][C:26]([CH:15]2[C:14]3[CH:13]=[C:12]([Cl:11])[CH:25]=[CH:24][C:23]=3[O:22][C:21]3[C:16]2=[CH:17][CH:18]=[CH:19][CH:20]=3)=[O:27])[O:6][CH:7]=1. Given the reactants [F:1][C:2]([F:10])([F:9])[C:3]1[N:4]=[C:5]([NH2:8])[O:6][CH:7]=1.[Cl:11][C:12]1[CH:25]=[CH:24][C:23]2[O:22][C:21]3[C:16](=[CH:17][CH:18]=[CH:19][CH:20]=3)[CH:15]([C:26](O)=[O:27])[C:14]=2[CH:13]=1, predict the reaction product. (4) The product is: [O:11]=[C:9]([N:14]1[CH2:18][CH2:17][CH2:16][CH2:15]1)[CH2:8][O:7][C:6]1[CH:5]=[CH:4][C:3]([CH:1]=[O:2])=[CH:13][CH:12]=1. Given the reactants [CH:1]([C:3]1[CH:13]=[CH:12][C:6]([O:7][CH2:8][C:9]([OH:11])=O)=[CH:5][CH:4]=1)=[O:2].[NH:14]1[CH2:18][CH2:17][CH2:16][CH2:15]1.Cl.CN(C)CCCN=C=NCC.CN(C1C=CC=CN=1)C, predict the reaction product. (5) Given the reactants [OH:1][B:2]1[C:6]2[CH:7]=[C:8]([NH:11][S:12]([C:15]3[CH:20]=[CH:19][C:18]([N+:21]([O-])=O)=[CH:17][C:16]=3[CH2:24][CH2:25][O:26][CH3:27])(=[O:14])=[O:13])[CH:9]=[CH:10][C:5]=2[CH2:4][O:3]1.Cl, predict the reaction product. The product is: [NH2:21][C:18]1[CH:19]=[CH:20][C:15]([S:12]([NH:11][C:8]2[CH:9]=[CH:10][C:5]3[CH2:4][O:3][B:2]([OH:1])[C:6]=3[CH:7]=2)(=[O:13])=[O:14])=[C:16]([CH2:24][CH2:25][O:26][CH3:27])[CH:17]=1.